From a dataset of Forward reaction prediction with 1.9M reactions from USPTO patents (1976-2016). Predict the product of the given reaction. Given the reactants [C:1]([O:5][C:6](=[O:32])[C:7]1[CH:12]=[C:11]([O:13][CH2:14][C:15]2[CH:20]=[CH:19][CH:18]=[CH:17][CH:16]=2)[C:10]([CH2:21][CH:22]=[CH2:23])=[C:9]([O:24][CH2:25][C:26]2[CH:31]=[CH:30][CH:29]=[CH:28][CH:27]=2)[CH:8]=1)([CH3:4])([CH3:3])[CH3:2].C1C=C(Cl)C=C(C(OO)=[O:41])C=1, predict the reaction product. The product is: [C:1]([O:5][C:6](=[O:32])[C:7]1[CH:8]=[C:9]([O:24][CH2:25][C:26]2[CH:27]=[CH:28][CH:29]=[CH:30][CH:31]=2)[C:10]([CH2:21][CH:22]2[CH2:23][O:41]2)=[C:11]([O:13][CH2:14][C:15]2[CH:16]=[CH:17][CH:18]=[CH:19][CH:20]=2)[CH:12]=1)([CH3:2])([CH3:3])[CH3:4].